Task: Predict the reaction yield, written as a fraction of the theoretical maximum amount of product (1.0 means a 100% yield; for example, 0.34 means a 34% yield).. Dataset: Reaction yield outcomes from USPTO patents with 853,638 reactions (1) The reactants are [CH3:1][N:2]1[CH:7]=[C:6]([CH2:8][C:9]2[CH:10]=[N:11][CH:12]=[N:13][CH:14]=2)[C:5](=[O:15])[N:4]=[C:3]1SC.[Cl:18][C:19]1[CH:35]=[CH:34][C:22]([O:23][C:24]2[CH:29]=[CH:28][C:27]([CH2:30][CH2:31][NH:32][CH3:33])=[CH:26][CH:25]=2)=[CH:21][C:20]=1[C:36]([F:39])([F:38])[F:37]. The catalyst is C(O)C. The product is [Cl:18][C:19]1[CH:35]=[CH:34][C:22]([O:23][C:24]2[CH:29]=[CH:28][C:27]([CH2:30][CH2:31][N:32]([CH3:33])[C:3]3[N:2]([CH3:1])[CH:7]=[C:6]([CH2:8][C:9]4[CH:10]=[N:11][CH:12]=[N:13][CH:14]=4)[C:5](=[O:15])[N:4]=3)=[CH:26][CH:25]=2)=[CH:21][C:20]=1[C:36]([F:37])([F:38])[F:39]. The yield is 0.289. (2) The reactants are Br[C:2]1[S:6][C:5]([C:7]([NH:9][C:10]2[CH:15]=[CH:14][CH:13]=[CH:12][C:11]=2[F:16])=[O:8])=[CH:4][CH:3]=1.[Cl:17][C:18]1[C:19](B2OC(C)(C)C(C)(C)O2)=[CH:20][C:21]2[S:25][CH:24]=[N:23][C:22]=2[CH:26]=1.C(=O)([O-])[O-].[Na+].[Na+].CC(=O)OCC.[Cl-].[Na+].O. The catalyst is COCCOC.CCO.O.[Pd].C1(P(C2C=CC=CC=2)C2C=CC=CC=2)C=CC=CC=1.C1(P(C2C=CC=CC=2)C2C=CC=CC=2)C=CC=CC=1.C1(P(C2C=CC=CC=2)C2C=CC=CC=2)C=CC=CC=1.C1(P(C2C=CC=CC=2)C2C=CC=CC=2)C=CC=CC=1. The product is [Cl:17][C:18]1[C:19]([C:2]2[S:6][C:5]([C:7]([NH:9][C:10]3[CH:15]=[CH:14][CH:13]=[CH:12][C:11]=3[F:16])=[O:8])=[CH:4][CH:3]=2)=[CH:20][C:21]2[S:25][CH:24]=[N:23][C:22]=2[CH:26]=1. The yield is 0.716. (3) The reactants are Br[C:2]1[CH:7]=[CH:6][C:5]([C:8]([C:10]2[CH:15]=[CH:14][CH:13]=[CH:12][CH:11]=2)=[O:9])=[CH:4][CH:3]=1.[C:16]1([NH:22][C:23]2[CH:28]=[CH:27][CH:26]=[CH:25][CH:24]=2)[CH:21]=[CH:20][CH:19]=[CH:18][CH:17]=1.P(C(C)(C)C)(C(C)(C)C)C(C)(C)C. The catalyst is C1(C)C=CC=CC=1. The product is [C:23]1([N:22]([C:16]2[CH:17]=[CH:18][CH:19]=[CH:20][CH:21]=2)[C:2]2[CH:7]=[CH:6][C:5]([C:8]([C:10]3[CH:15]=[CH:14][CH:13]=[CH:12][CH:11]=3)=[O:9])=[CH:4][CH:3]=2)[CH:24]=[CH:25][CH:26]=[CH:27][CH:28]=1. The yield is 0.840.